From a dataset of Full USPTO retrosynthesis dataset with 1.9M reactions from patents (1976-2016). Predict the reactants needed to synthesize the given product. (1) The reactants are: C([O:4][C:5]1[CH:30]=[CH:29][C:8]([C:9]([CH:11](C(OCC)=O)[CH2:12][C:13]([C:15]2[S:19][C:18]([C:20]([O:22]C)=[O:21])=[CH:17][CH:16]=2)=[O:14])=[O:10])=[CH:7][CH:6]=1)(=O)C.[OH-].[Na+]. Given the product [OH:4][C:5]1[CH:30]=[CH:29][C:8]([C:9](=[O:10])[CH2:11][CH2:12][C:13]([C:15]2[S:19][C:18]([C:20]([OH:22])=[O:21])=[CH:17][CH:16]=2)=[O:14])=[CH:7][CH:6]=1, predict the reactants needed to synthesize it. (2) Given the product [Br:3][C:4]1[CH:5]=[C:6]([N:11]([CH3:18])[C:12]2[CH:17]=[N:16][CH:15]=[N:14][CH:13]=2)[CH:7]=[C:8]([Cl:10])[CH:9]=1, predict the reactants needed to synthesize it. The reactants are: [H-].[Na+].[Br:3][C:4]1[CH:5]=[C:6]([NH:11][C:12]2[CH:13]=[N:14][CH:15]=[N:16][CH:17]=2)[CH:7]=[C:8]([Cl:10])[CH:9]=1.[CH3:18]I. (3) Given the product [Cl:1][C:2]1[N:3]=[C:4]([O:9][CH3:10])[C:5]([NH:8][S:19]([C:13]2[CH:14]=[CH:15][C:16]([Cl:18])=[CH:17][C:12]=2[Cl:11])(=[O:21])=[O:20])=[N:6][CH:7]=1, predict the reactants needed to synthesize it. The reactants are: [Cl:1][C:2]1[N:3]=[C:4]([O:9][CH3:10])[C:5]([NH2:8])=[N:6][CH:7]=1.[Cl:11][C:12]1[CH:17]=[C:16]([Cl:18])[CH:15]=[CH:14][C:13]=1[S:19](Cl)(=[O:21])=[O:20].